Dataset: Reaction yield outcomes from USPTO patents with 853,638 reactions. Task: Predict the reaction yield, written as a fraction of the theoretical maximum amount of product (1.0 means a 100% yield; for example, 0.34 means a 34% yield). (1) The reactants are [Cl:1][C:2]1[N:3]=[CH:4][CH:5]=[C:6]2[CH:10]=[CH:9][NH:8][C:7]=12.[H-].[Na+].I[CH3:14].O. The catalyst is C1COCC1. The product is [Cl:1][C:2]1[N:3]=[CH:4][CH:5]=[C:6]2[CH:10]=[CH:9][N:8]([CH3:14])[C:7]=12. The yield is 0.850. (2) The reactants are [NH2:1][C:2]1[C:7]([O:8]C)=[CH:6][C:5]([C:10]([N:12]2[CH2:17][CH2:16][O:15][CH2:14][CH2:13]2)=[O:11])=[C:4]([F:18])[CH:3]=1.B(Br)(Br)Br. The catalyst is C(Cl)Cl. The product is [NH2:1][C:2]1[C:7]([OH:8])=[CH:6][C:5]([C:10]([N:12]2[CH2:13][CH2:14][O:15][CH2:16][CH2:17]2)=[O:11])=[C:4]([F:18])[CH:3]=1. The yield is 0.810. (3) The product is [F:1][C:2]([F:13])([F:14])[C:3]1[CH:4]=[C:5]2[C:9]([CH:8]=[CH:7][CH2:6]2)=[CH:10][CH:11]=1. The reactants are [F:1][C:2]([F:14])([F:13])[C:3]1[CH:4]=[C:5]2[C:9](=[CH:10][CH:11]=1)[CH:8](O)[CH2:7][CH2:6]2.C1(C)C=CC(S(O)(=O)=O)=CC=1. The yield is 0.960. The catalyst is C1(C)C=CC=CC=1. (4) The reactants are [CH:1]([C:4]1[C:8]([CH2:9][CH2:10][CH2:11][OH:12])=[CH:7][N:6]([C:13]2[CH:18]=[CH:17][C:16]([C:19]([F:22])([F:21])[F:20])=[CH:15][N:14]=2)[N:5]=1)([CH3:3])[CH3:2].[Br:23][C:24]1[C:25](O)=[C:26]([CH2:30][C:31]([O:33][CH3:34])=[O:32])[CH:27]=[CH:28][CH:29]=1.C(P(CCCC)CCCC)CCC.N(C(N1CCCCC1)=O)=NC(N1CCCCC1)=O. The catalyst is O1CCCC1. The product is [Br:23][C:24]1[C:25]([O:12][CH2:11][CH2:10][CH2:9][C:8]2[C:4]([CH:1]([CH3:3])[CH3:2])=[N:5][N:6]([C:13]3[CH:18]=[CH:17][C:16]([C:19]([F:21])([F:20])[F:22])=[CH:15][N:14]=3)[CH:7]=2)=[C:26]([CH2:30][C:31]([O:33][CH3:34])=[O:32])[CH:27]=[CH:28][CH:29]=1. The yield is 0.760.